Predict the reaction yield, written as a fraction of the theoretical maximum amount of product (1.0 means a 100% yield; for example, 0.34 means a 34% yield). From a dataset of Reaction yield outcomes from USPTO patents with 853,638 reactions. (1) The reactants are C[O:2][C:3](=[O:27])[CH2:4][C:5]1[S:9][C:8]([NH:10][C:11](=[O:20])[C:12]2[CH:17]=[C:16]([Br:18])[CH:15]=[CH:14][C:13]=2[OH:19])=[N:7][C:6]=1[C:21]1[CH:26]=[CH:25][CH:24]=[CH:23][CH:22]=1.[OH-].[Na+].Cl. The catalyst is CO. The product is [Br:18][C:16]1[CH:15]=[CH:14][C:13]([OH:19])=[C:12]([CH:17]=1)[C:11]([NH:10][C:8]1[S:9][C:5]([CH2:4][C:3]([OH:27])=[O:2])=[C:6]([C:21]2[CH:26]=[CH:25][CH:24]=[CH:23][CH:22]=2)[N:7]=1)=[O:20]. The yield is 0.773. (2) The reactants are Br[CH:2]([C:14]1[CH:19]=[CH:18][CH:17]=[CH:16][CH:15]=1)[C:3]([O:5][C@H:6]([C:8]1[CH:13]=[CH:12][CH:11]=[CH:10][CH:9]=1)[CH3:7])=[O:4].C(N(CC)CC)C.[CH3:27][C:28]1([OH:34])[CH2:33][CH2:32][NH:31][CH2:30][CH2:29]1. The catalyst is C1COCC1.[I-].C([N+](CCCC)(CCCC)CCCC)CCC.C(OCC)(=O)C. The product is [OH:34][C:28]1([CH3:27])[CH2:33][CH2:32][N:31]([C@H:2]([C:14]2[CH:19]=[CH:18][CH:17]=[CH:16][CH:15]=2)[C:3]([O:5][C@H:6]([C:8]2[CH:13]=[CH:12][CH:11]=[CH:10][CH:9]=2)[CH3:7])=[O:4])[CH2:30][CH2:29]1. The yield is 0.600. (3) The reactants are C(N)(C)(C)C.[Br:6]N1C(=O)CCC1=O.[CH3:14][C:15]1[CH:24]=[CH:23][C:22]2[C:17](=[C:18]([OH:25])[CH:19]=[CH:20][CH:21]=2)[N:16]=1. The catalyst is C1(C)C=CC=CC=1.CCCCCC. The product is [Br:6][C:19]1[C:18]([OH:25])=[C:17]2[C:22]([CH:23]=[CH:24][C:15]([CH3:14])=[N:16]2)=[CH:21][CH:20]=1. The yield is 0.670. (4) The catalyst is C(Cl)Cl. The reactants are [Br:1][C:2]1[CH:3]=[C:4]2[C:10]([C:11]3[CH:18]=[CH:17][C:14]([CH2:15][NH2:16])=[CH:13][CH:12]=3)=[CH:9][N:8]([S:19]([C:22]3[CH:27]=[CH:26][C:25]([CH3:28])=[CH:24][CH:23]=3)(=[O:21])=[O:20])[C:5]2=[N:6][CH:7]=1.C(N(CC)CC)C.[C:36](OC(=O)C)(=[O:38])[CH3:37].CCOC(C)=O. The yield is 0.960. The product is [Br:1][C:2]1[CH:3]=[C:4]2[C:10]([C:11]3[CH:12]=[CH:13][C:14]([CH2:15][NH:16][C:36](=[O:38])[CH3:37])=[CH:17][CH:18]=3)=[CH:9][N:8]([S:19]([C:22]3[CH:27]=[CH:26][C:25]([CH3:28])=[CH:24][CH:23]=3)(=[O:20])=[O:21])[C:5]2=[N:6][CH:7]=1.